Predict the reaction yield, written as a fraction of the theoretical maximum amount of product (1.0 means a 100% yield; for example, 0.34 means a 34% yield). From a dataset of Reaction yield outcomes from USPTO patents with 853,638 reactions. (1) The reactants are [Cl:1][C:2]1[CH:3]=[C:4]2[C:8](=[CH:9][C:10]=1[C:11]1[CH:12]=[N:13][N:14]([CH3:16])[CH:15]=1)[NH:7][CH2:6][CH2:5]2.Br[C:18]1[C:22]2[CH2:23][N:24]([C:27](=[O:29])[CH3:28])[CH2:25][CH2:26][C:21]=2[N:20]([CH:30]2[CH2:34][CH2:33][O:32][CH2:31]2)[N:19]=1.C(O[Na])(C)(C)C.COC(C)(C)C.C1(P(C2CCCCC2)C2C=CC=CC=2C2C(OC(C)C)=CC=CC=2OC(C)C)CCCCC1. The catalyst is O1CCOCC1.O. The product is [Cl:1][C:2]1[CH:3]=[C:4]2[C:8](=[CH:9][C:10]=1[C:11]1[CH:12]=[N:13][N:14]([CH3:16])[CH:15]=1)[N:7]([C:18]1[C:22]3[CH2:23][N:24]([C:27](=[O:29])[CH3:28])[CH2:25][CH2:26][C:21]=3[N:20]([CH:30]3[CH2:34][CH2:33][O:32][CH2:31]3)[N:19]=1)[CH2:6][CH2:5]2. The yield is 0.370. (2) The reactants are [C:1]([C:3]1[CH:4]=[C:5]([NH:9][C:10](=[O:13])[CH2:11][CH3:12])[CH:6]=[CH:7][CH:8]=1)#[N:2].[F:14][C:15]([F:26])([F:25])[O:16][C:17]1[CH:18]=[C:19]([CH:22]=[CH:23][CH:24]=1)[CH2:20]Br. No catalyst specified. The product is [C:1]([C:3]1[CH:4]=[C:5]([N:9]([CH2:20][C:19]2[CH:22]=[CH:23][CH:24]=[C:17]([O:16][C:15]([F:14])([F:25])[F:26])[CH:18]=2)[C:10](=[O:13])[CH2:11][CH3:12])[CH:6]=[CH:7][CH:8]=1)#[N:2]. The yield is 0.800. (3) The reactants are C(Cl)(=O)C(Cl)=O.[Cl:7][C:8]1[CH:9]=[C:10]([CH:16]=[CH:17][CH:18]=1)[CH:11]=[CH:12][C:13]([OH:15])=O.[NH:19]1[CH2:24][CH2:23][NH:22][CH2:21][C:20]1=[O:25].C(N(CC)CC)C.S([O-])(O)(=O)=O.[K+]. The catalyst is ClCCl.CN(C)C=O. The product is [Cl:7][C:8]1[CH:9]=[C:10](/[CH:11]=[CH:12]/[C:13]([N:22]2[CH2:23][CH2:24][NH:19][C:20](=[O:25])[CH2:21]2)=[O:15])[CH:16]=[CH:17][CH:18]=1. The yield is 0.720. (4) The reactants are [CH3:1][NH:2][CH:3]([C:7]1[CH:8]=[N:9][CH:10]=[CH:11][C:12]=1[C:13]([F:16])([F:15])[F:14])[CH:4]([CH3:6])[CH3:5].C(=O)([O-])[O-].[K+].[K+].[C:23]1([CH2:29][C:30](Cl)=[O:31])[CH:28]=[CH:27][CH:26]=[CH:25][CH:24]=1. The catalyst is C(#N)C. The product is [CH3:1][N:2]([CH:3]([C:7]1[CH:8]=[N:9][CH:10]=[CH:11][C:12]=1[C:13]([F:15])([F:14])[F:16])[CH:4]([CH3:6])[CH3:5])[C:30](=[O:31])[CH2:29][C:23]1[CH:28]=[CH:27][CH:26]=[CH:25][CH:24]=1. The yield is 0.540. (5) The reactants are Cl[C:2]1[N:9]=[C:8]([CH3:10])[CH:7]=[CH:6][C:3]=1[C:4]#[N:5].[NH3:11]. The catalyst is C(O)C. The product is [NH2:11][C:2]1[N:9]=[C:8]([CH3:10])[CH:7]=[CH:6][C:3]=1[C:4]#[N:5]. The yield is 0.700. (6) The reactants are Cl.[N:2]1([CH2:7][C:8]([OH:10])=O)[CH:6]=[N:5][CH:4]=[N:3]1.[NH2:11][C@@H:12]([CH2:29][O:30][CH2:31][C:32]1[CH:37]=[CH:36][CH:35]=[CH:34][CH:33]=1)[C:13]([NH:15][C:16]1[CH:21]=[CH:20][C:19]([O:22][C:23]2[CH:28]=[CH:27][CH:26]=[CH:25][CH:24]=2)=[CH:18][CH:17]=1)=[O:14]. No catalyst specified. The product is [N:2]1([CH2:7][C:8]([NH:11][C@@H:12]([CH2:29][O:30][CH2:31][C:32]2[CH:37]=[CH:36][CH:35]=[CH:34][CH:33]=2)[C:13]([NH:15][C:16]2[CH:17]=[CH:18][C:19]([O:22][C:23]3[CH:28]=[CH:27][CH:26]=[CH:25][CH:24]=3)=[CH:20][CH:21]=2)=[O:14])=[O:10])[CH:6]=[N:5][CH:4]=[N:3]1. The yield is 0.820.